This data is from M1 muscarinic receptor antagonist screen with 61,756 compounds. The task is: Binary Classification. Given a drug SMILES string, predict its activity (active/inactive) in a high-throughput screening assay against a specified biological target. (1) The drug is Clc1c(N2CCN(CC2)C(=O)c2occc2)ccc(NC(=O)Cc2ccc(Cl)cc2)c1. The result is 0 (inactive). (2) The drug is S(=O)(=O)(N1CCC(CC1)C(=O)NC1CCc2c1cccc2)c1ccc(n2nnnc2)cc1. The result is 0 (inactive). (3) The compound is S(=O)(=O)(Nc1cc(NC(=O)CCNC(=O)C)ccc1OC)c1ccc(F)cc1. The result is 0 (inactive).